This data is from Full USPTO retrosynthesis dataset with 1.9M reactions from patents (1976-2016). The task is: Predict the reactants needed to synthesize the given product. (1) Given the product [Br:2][C:3]1[CH:4]=[CH:5][C:6]([NH2:11])=[C:7]([CH:10]=1)[CH2:8][NH2:9], predict the reactants needed to synthesize it. The reactants are: B.[Br:2][C:3]1[CH:10]=[C:7]([C:8]#[N:9])[C:6]([NH2:11])=[CH:5][CH:4]=1.CCO. (2) Given the product [CH3:2][S:3]([C:6]1[CH:7]=[CH:8][C:9]([CH:12]2[CH2:17][CH:16]([C:18]([O:20][CH3:21])=[O:19])[CH2:15][CH2:14][N:13]2[C:31]([O:32][CH3:33])=[O:34])=[CH:10][CH:11]=1)(=[O:5])=[O:4], predict the reactants needed to synthesize it. The reactants are: Cl.[CH3:2][S:3]([C:6]1[CH:11]=[CH:10][C:9]([CH:12]2[CH2:17][CH:16]([C:18]([O:20][CH3:21])=[O:19])[CH2:15][CH2:14][NH:13]2)=[CH:8][CH:7]=1)(=[O:5])=[O:4].CCN(C(C)C)C(C)C.[C:31](Cl)(=[O:34])[O:32][CH3:33]. (3) Given the product [CH3:30][N:31]([CH3:39])[C:32]1[CH:33]=[C:34]([NH:38][C:14](=[O:15])[C:13]2[CH:17]=[CH:18][C:10]([S:9][C:6]3[CH:7]=[CH:8][C:3]([O:2][CH3:1])=[CH:4][CH:5]=3)=[C:11]([NH:19][C:20]3[C:21]4[CH:29]=[CH:28][CH:27]=[N:26][C:22]=4[N:23]=[CH:24][N:25]=3)[CH:12]=2)[CH:35]=[CH:36][CH:37]=1, predict the reactants needed to synthesize it. The reactants are: [CH3:1][O:2][C:3]1[CH:8]=[CH:7][C:6]([S:9][C:10]2[CH:18]=[CH:17][C:13]([C:14](Cl)=[O:15])=[CH:12][C:11]=2[NH:19][C:20]2[C:21]3[CH:29]=[CH:28][CH:27]=[N:26][C:22]=3[N:23]=[CH:24][N:25]=2)=[CH:5][CH:4]=1.[CH3:30][N:31]([CH3:39])[C:32]1[CH:37]=[CH:36][CH:35]=[C:34]([NH2:38])[CH:33]=1.NC1C=C(O)C(C)=CC=1.C(C1C=CC2C(NC3C=C(C=CC=3SC3C=CC(OC)=CC=3)C(Cl)=O)=NC=NC=2N=1)(C)C.